This data is from Catalyst prediction with 721,799 reactions and 888 catalyst types from USPTO. The task is: Predict which catalyst facilitates the given reaction. (1) Reactant: [CH3:1][C:2]1[O:6][N:5]=[C:4]([CH2:7][O:8][C:9]2[CH:14]=[CH:13][C:12]([N+:15]([O-])=O)=[CH:11][CH:10]=2)[CH:3]=1.S(S([O-])=O)([O-])=O.[Na+].[Na+].C([O-])([O-])=O.[K+].[K+]. Product: [CH3:1][C:2]1[O:6][N:5]=[C:4]([CH2:7][O:8][C:9]2[CH:14]=[CH:13][C:12]([NH2:15])=[CH:11][CH:10]=2)[CH:3]=1. The catalyst class is: 100. (2) Reactant: [C:1]([O:6][C@H:7]1[CH2:31][CH2:30][C@@:29]2([CH3:32])[C:9]3([O:34][C@H:10]3[CH2:11][C@@H:12]3[C@@H:28]2[CH2:27][CH2:26][C@@:25]2([CH3:33])[C@H:13]3[CH2:14][CH2:15][C@@H:16]2[C@H:17]([CH3:24])[CH2:18][CH2:19][CH2:20][CH:21]([CH3:23])[CH3:22])[CH2:8]1)(=[O:5])[CH2:2][CH2:3][CH3:4].[NH2:35][CH2:36][CH2:37][C:38]1[N:42]=[CH:41][NH:40][CH:39]=1.C(O)CCC. Product: [C:1]([O:6][C@H:7]1[CH2:31][CH2:30][C@@:29]2([CH3:32])[C@@:9]([OH:34])([C@H:10]([NH:35][CH2:36][CH2:37][C:38]3[N:42]=[CH:41][NH:40][CH:39]=3)[CH2:11][C@@H:12]3[C@@H:28]2[CH2:27][CH2:26][C@@:25]2([CH3:33])[C@H:13]3[CH2:14][CH2:15][C@@H:16]2[C@H:17]([CH3:24])[CH2:18][CH2:19][CH2:20][CH:21]([CH3:23])[CH3:22])[CH2:8]1)(=[O:5])[CH2:2][CH2:3][CH3:4]. The catalyst class is: 310. (3) Reactant: [CH3:1][S:2](Cl)(=[O:4])=[O:3].[O:6]1[CH2:11][CH2:10][CH2:9][CH2:8][CH:7]1[O:12][CH2:13][CH2:14][C:15]1[CH:16]=[C:17]([CH2:21][OH:22])[CH:18]=[CH:19][CH:20]=1.CCN(CC)CC.O. The catalyst class is: 2. Product: [CH3:1][S:2]([O:22][CH2:21][C:17]1[CH:18]=[CH:19][CH:20]=[C:15]([CH2:14][CH2:13][O:12][CH:7]2[CH2:8][CH2:9][CH2:10][CH2:11][O:6]2)[CH:16]=1)(=[O:4])=[O:3].